Task: Predict the product of the given reaction.. Dataset: Forward reaction prediction with 1.9M reactions from USPTO patents (1976-2016) (1) The product is: [CH2:17]([O:16][C:12](=[O:15])[CH2:13][NH:1][CH2:2][CH2:3][CH2:4][N:5]1[CH2:6][CH2:7][N:8]([CH3:11])[CH2:9][CH2:10]1)[CH3:18]. Given the reactants [NH2:1][CH2:2][CH2:3][CH2:4][N:5]1[CH2:10][CH2:9][N:8]([CH3:11])[CH2:7][CH2:6]1.[C:12]([O:16][CH2:17][CH3:18])(=[O:15])[CH:13]=O.CC(O)=O.[BH3-]C#N.[Na+], predict the reaction product. (2) Given the reactants Br[C:2]1[CH:3]=[C:4]([NH:14][C:15](=[O:22])[C:16]2[CH:21]=[CH:20][CH:19]=[N:18][CH:17]=2)[CH:5]=[N:6][C:7]=1[O:8][CH2:9][C:10]([F:13])([F:12])[F:11].[CH2:23]([C:25]1[CH:30]=[CH:29][C:28](B(O)O)=[CH:27][CH:26]=1)[CH3:24], predict the reaction product. The product is: [CH2:23]([C:25]1[CH:30]=[CH:29][C:28]([C:2]2[CH:3]=[C:4]([NH:14][C:15](=[O:22])[C:16]3[CH:21]=[CH:20][CH:19]=[N:18][CH:17]=3)[CH:5]=[N:6][C:7]=2[O:8][CH2:9][C:10]([F:13])([F:12])[F:11])=[CH:27][CH:26]=1)[CH3:24]. (3) Given the reactants [CH:1]1([CH2:7][NH:8][C:9](=[O:18])[C:10]2[CH:15]=[CH:14][C:13](F)=[C:12]([F:17])[CH:11]=2)[CH2:6][CH2:5][CH2:4][CH2:3][CH2:2]1.[CH3:19][O-:20].[Na+].O, predict the reaction product. The product is: [CH:1]1([CH2:7][NH:8][C:9](=[O:18])[C:10]2[CH:15]=[CH:14][C:13]([O:20][CH3:19])=[C:12]([F:17])[CH:11]=2)[CH2:6][CH2:5][CH2:4][CH2:3][CH2:2]1. (4) Given the reactants [Cl:1][C:2]1[CH:3]=[C:4]([S:9][C:10]2[N:11]([CH:25]([CH3:27])[CH3:26])[C:12](=[O:24])[N:13]([CH3:23])[C:14]=2[CH:15]=[CH:16][C:17]2[CH:22]=[CH:21][CH:20]=[CH:19][CH:18]=2)[CH:5]=[C:6]([Cl:8])[CH:7]=1, predict the reaction product. The product is: [Cl:8][C:6]1[CH:5]=[C:4]([S:9][C:10]2[N:11]([CH:25]([CH3:27])[CH3:26])[C:12](=[O:24])[N:13]([CH3:23])[C:14]=2[CH2:15][CH2:16][C:17]2[CH:18]=[CH:19][CH:20]=[CH:21][CH:22]=2)[CH:3]=[C:2]([Cl:1])[CH:7]=1.